Dataset: Experimentally validated miRNA-target interactions with 360,000+ pairs, plus equal number of negative samples. Task: Binary Classification. Given a miRNA mature sequence and a target amino acid sequence, predict their likelihood of interaction. (1) The miRNA is hsa-miR-181b-5p with sequence AACAUUCAUUGCUGUCGGUGGGU. The protein sequence of the target gene is MLRRVTVAAVCATRRKLCEAGRELAALWGIETRGRCEDSAAARPFPILAMPGRNKAKSTCSCPDLQPNGQDLGENSRVARLGADESEEEGRRGSLSNAGDPEIVKSPSDPKQYRYIKLQNGLQALLISDLSNMEGKTGNTTDDEEEEEVEEEEEDDDEDSGAEIEDDDEEGFDDEDEFDDEHDDDLDTEDNELEELEERAEARKKTTEKQSAAALCVGVGSFADPDDLPGLAHFLEHMVFMGSLKYPDENGFDAFLKKHGGSDNASTDCERTVFQFDVQRKYFKEALDRWAQFFIHPLMI.... Result: 1 (interaction). (2) The miRNA is mmu-miR-196b-5p with sequence UAGGUAGUUUCCUGUUGUUGGG. The protein sequence of the target gene is MASSIRRGRGAWTRLLSLLLLAAWEVGSGQLRYSVPEEAKHGTFVGRIAQDLGLELEELVPRLFRVASKRHGDLLEVNLQNGILFVNSRIDREELCGRSAECSIHVEVIVDRPLQVFHVEVEVKDINDNPPIFPMTVKTIRFPESRLLDSRFPLEGASDADIGVNALLSYKLSSSEFFFLDIQANDELSESLSLVLGKSLDREETAEVNLLLVATDGGKPELTGTVQILIKVLDVNDNEPTFAQSVYKVKLLENTANGTLVVKLNASDADEGPNSEIVYSLGSDVSSTIQTKFTIDPISG.... Result: 0 (no interaction). (3) The miRNA is hsa-miR-8072 with sequence GGCGGCGGGGAGGUAGGCAG. The protein sequence of the target gene is MRSSASRLSSFSSRDSLWNRMPDQISVSEFIAETTEDYNSPTTSSFTTRLHNCRNTVTLLEEALDQDRTALQKVKKSVKAIYNSGQDHVQNEENYAQVLDKFGSNFLSRDNPDLGTAFVKFSTLTKELSTLLKNLLQGLSHNVIFTLDSLLKGDLKGVKGDLKKPFDKAWKDYETKFTKIEKEKREHAKQHGMIRTEITGAEIAEEMEKERRLFQLQMCEYLIKVNEIKTKKGVDLLQNLIKYYHAQCNFFQDGLKTADKLKQYIEKLAADLYNIKQTQDEEKKQLTALRDLIKSSLQLD.... Result: 0 (no interaction).